This data is from NCI-60 drug combinations with 297,098 pairs across 59 cell lines. The task is: Regression. Given two drug SMILES strings and cell line genomic features, predict the synergy score measuring deviation from expected non-interaction effect. (1) Drug 1: CCC1(CC2CC(C3=C(CCN(C2)C1)C4=CC=CC=C4N3)(C5=C(C=C6C(=C5)C78CCN9C7C(C=CC9)(C(C(C8N6C)(C(=O)OC)O)OC(=O)C)CC)OC)C(=O)OC)O.OS(=O)(=O)O. Drug 2: CC1CCC2CC(C(=CC=CC=CC(CC(C(=O)C(C(C(=CC(C(=O)CC(OC(=O)C3CCCCN3C(=O)C(=O)C1(O2)O)C(C)CC4CCC(C(C4)OC)O)C)C)O)OC)C)C)C)OC. Cell line: MDA-MB-435. Synergy scores: CSS=18.8, Synergy_ZIP=-1.35, Synergy_Bliss=4.32, Synergy_Loewe=0.493, Synergy_HSA=5.28. (2) Drug 1: C#CCC(CC1=CN=C2C(=N1)C(=NC(=N2)N)N)C3=CC=C(C=C3)C(=O)NC(CCC(=O)O)C(=O)O. Drug 2: C1CNP(=O)(OC1)N(CCCl)CCCl. Cell line: SR. Synergy scores: CSS=1.66, Synergy_ZIP=-4.04, Synergy_Bliss=-10.8, Synergy_Loewe=-1.17, Synergy_HSA=-9.95. (3) Drug 1: CC1=C2C(C(=O)C3(C(CC4C(C3C(C(C2(C)C)(CC1OC(=O)C(C(C5=CC=CC=C5)NC(=O)OC(C)(C)C)O)O)OC(=O)C6=CC=CC=C6)(CO4)OC(=O)C)OC)C)OC. Drug 2: C1CN(P(=O)(OC1)NCCCl)CCCl. Cell line: M14. Synergy scores: CSS=37.1, Synergy_ZIP=0.841, Synergy_Bliss=-1.97, Synergy_Loewe=-39.4, Synergy_HSA=-2.96. (4) Drug 1: CC1=C2C(C(=O)C3(C(CC4C(C3C(C(C2(C)C)(CC1OC(=O)C(C(C5=CC=CC=C5)NC(=O)C6=CC=CC=C6)O)O)OC(=O)C7=CC=CC=C7)(CO4)OC(=O)C)O)C)OC(=O)C. Drug 2: CC(C)CN1C=NC2=C1C3=CC=CC=C3N=C2N. Cell line: M14. Synergy scores: CSS=31.4, Synergy_ZIP=2.90, Synergy_Bliss=3.52, Synergy_Loewe=-20.0, Synergy_HSA=1.66. (5) Drug 1: CCC1(CC2CC(C3=C(CCN(C2)C1)C4=CC=CC=C4N3)(C5=C(C=C6C(=C5)C78CCN9C7C(C=CC9)(C(C(C8N6C)(C(=O)OC)O)OC(=O)C)CC)OC)C(=O)OC)O.OS(=O)(=O)O. Drug 2: CCN(CC)CCCC(C)NC1=C2C=C(C=CC2=NC3=C1C=CC(=C3)Cl)OC. Cell line: A498. Synergy scores: CSS=13.9, Synergy_ZIP=2.47, Synergy_Bliss=5.26, Synergy_Loewe=0.674, Synergy_HSA=0.250.